Dataset: Forward reaction prediction with 1.9M reactions from USPTO patents (1976-2016). Task: Predict the product of the given reaction. Given the reactants Br[C:2]1[CH:3]=[N:4][C:5]([O:8][C@@H:9]2[CH:14]3[CH2:15][CH2:16][N:11]([CH2:12][CH2:13]3)[CH2:10]2)=[N:6][CH:7]=1.[NH2:17][C:18]1[CH:19]=[C:20](B(O)O)[CH:21]=[CH:22][CH:23]=1, predict the reaction product. The product is: [N:11]12[CH2:16][CH2:15][CH:14]([CH2:13][CH2:12]1)[C@@H:9]([O:8][C:5]1[N:4]=[CH:3][C:2]([C:22]3[CH:23]=[C:18]([CH:19]=[CH:20][CH:21]=3)[NH2:17])=[CH:7][N:6]=1)[CH2:10]2.